Regression/Classification. Given a drug SMILES string, predict its absorption, distribution, metabolism, or excretion properties. Task type varies by dataset: regression for continuous measurements (e.g., permeability, clearance, half-life) or binary classification for categorical outcomes (e.g., BBB penetration, CYP inhibition). Dataset: cyp2c19_veith. From a dataset of CYP2C19 inhibition data for predicting drug metabolism from PubChem BioAssay. The drug is COC(=O)c1cc(OC)c(OC)cc1NC(=S)Nc1cccc(Cl)c1. The result is 1 (inhibitor).